This data is from Forward reaction prediction with 1.9M reactions from USPTO patents (1976-2016). The task is: Predict the product of the given reaction. Given the reactants [Li][CH2:2]CCC.[CH2:6]([C:8]1[CH:13]=[CH:12][C:11]([C:14]2[CH:19]=[CH:18][C:17]([C:20]3[Se:21][CH:22]=[CH:23][CH:24]=3)=[C:16]([F:25])[CH:15]=2)=[CH:10][CH:9]=1)[CH3:7].CI.[Cl-].[NH4+].N, predict the reaction product. The product is: [CH2:6]([C:8]1[CH:9]=[CH:10][C:11]([C:14]2[CH:19]=[CH:18][C:17]([C:20]3[Se:21][C:22]([CH3:2])=[CH:23][CH:24]=3)=[C:16]([F:25])[CH:15]=2)=[CH:12][CH:13]=1)[CH3:7].